This data is from Catalyst prediction with 721,799 reactions and 888 catalyst types from USPTO. The task is: Predict which catalyst facilitates the given reaction. Reactant: [F:1][C:2]1[CH:3]=[C:4]([CH2:9][CH2:10][OH:11])[CH:5]=[CH:6][C:7]=1[F:8].[H-].[Na+].Cl[C:15]1[CH:31]=[C:19]2[N:20]([C:24]([O:26][C:27]([CH3:30])([CH3:29])[CH3:28])=[O:25])[CH2:21][CH2:22][CH2:23][N:18]2[C:17](=[O:32])[N:16]=1. Product: [F:1][C:2]1[CH:3]=[C:4]([CH:5]=[CH:6][C:7]=1[F:8])[CH2:9][CH2:10][O:11][C:15]1[CH:31]=[C:19]2[N:20]([C:24]([O:26][C:27]([CH3:28])([CH3:29])[CH3:30])=[O:25])[CH2:21][CH2:22][CH2:23][N:18]2[C:17](=[O:32])[N:16]=1. The catalyst class is: 1.